This data is from Full USPTO retrosynthesis dataset with 1.9M reactions from patents (1976-2016). The task is: Predict the reactants needed to synthesize the given product. (1) Given the product [F:16][C:2]([F:1])([F:17])[C:3]([NH:5][C:6]1[CH:11]=[CH:10][CH:9]=[C:8]([CH2:12][C:13](=[O:15])[NH:21][CH2:18][C:19]#[CH:20])[CH:7]=1)=[O:4], predict the reactants needed to synthesize it. The reactants are: [F:1][C:2]([F:17])([F:16])[C:3]([NH:5][C:6]1[CH:7]=[C:8]([CH2:12][C:13]([OH:15])=O)[CH:9]=[CH:10][CH:11]=1)=[O:4].[CH2:18]([NH2:21])[C:19]#[CH:20].CN(C(ON1N=NC2C=CC=NC1=2)=[N+](C)C)C.F[P-](F)(F)(F)(F)F.CCN(C(C)C)C(C)C. (2) Given the product [Cl:1][C:2]1[N:3]=[CH:4][C:5]([C:6]([NH:11][C:12]2[CH:19]=[CH:18][C:15]([C:16]#[N:17])=[CH:14][C:13]=2[N+:20]([O-:22])=[O:21])=[O:7])=[CH:9][CH:10]=1, predict the reactants needed to synthesize it. The reactants are: [Cl:1][C:2]1[CH:10]=[CH:9][C:5]([C:6](Cl)=[O:7])=[CH:4][N:3]=1.[NH2:11][C:12]1[CH:19]=[CH:18][C:15]([C:16]#[N:17])=[CH:14][C:13]=1[N+:20]([O-:22])=[O:21]. (3) Given the product [CH2:1]([O:8][C:9]([NH:11][C@@H:12]([CH2:17][C:18]1[CH:23]=[CH:22][C:21]([CH:24]2[S:28](=[O:30])(=[O:29])[NH:27][C:26](=[O:31])[CH2:25]2)=[C:20]([Br:32])[CH:19]=1)[C:13]([OH:15])=[O:14])=[O:10])[C:2]1[CH:7]=[CH:6][CH:5]=[CH:4][CH:3]=1, predict the reactants needed to synthesize it. The reactants are: [CH2:1]([O:8][C:9]([NH:11][C@@H:12]([CH2:17][C:18]1[CH:23]=[CH:22][C:21]([CH:24]2[S:28](=[O:30])(=[O:29])[NH:27][C:26](=[O:31])[CH2:25]2)=[C:20]([Br:32])[CH:19]=1)[C:13]([O:15]C)=[O:14])=[O:10])[C:2]1[CH:7]=[CH:6][CH:5]=[CH:4][CH:3]=1.[OH-].[Li+]. (4) Given the product [CH3:26][N:25]1[C:21]([C:19](=[O:20])[C:5]#[C:4][C:6]2[CH:11]=[CH:10][C:9]([C:12]([F:13])([F:14])[F:15])=[CH:8][CH:7]=2)=[CH:22][CH:23]=[N:24]1, predict the reactants needed to synthesize it. The reactants are: C[Mg]Br.[C:4]([C:6]1[CH:11]=[CH:10][C:9]([C:12]([F:15])([F:14])[F:13])=[CH:8][CH:7]=1)#[CH:5].CON(C)[C:19]([C:21]1[N:25]([CH3:26])[N:24]=[CH:23][CH:22]=1)=[O:20].[Cl-].[NH4+]. (5) Given the product [ClH:1].[CH3:2][O:3][C:4]1[N:9]=[CH:8][C:7]([C:10]2[N:11]=[C:12]([C:32]([N:34]3[CH2:39][CH2:38][CH2:37][CH2:36][CH2:35]3)=[O:33])[O:13][C:14]=2[C:15]2[CH:31]=[CH:30][C:18]([O:19][CH2:20][CH2:21][NH2:22])=[CH:17][CH:16]=2)=[CH:6][CH:5]=1, predict the reactants needed to synthesize it. The reactants are: [ClH:1].[CH3:2][O:3][C:4]1[N:9]=[CH:8][C:7]([C:10]2[N:11]=[C:12]([C:32]([N:34]3[CH2:39][CH2:38][CH2:37][CH2:36][CH2:35]3)=[O:33])[O:13][C:14]=2[C:15]2[CH:31]=[CH:30][C:18]([O:19][CH2:20][CH2:21][NH:22]C(=O)OC(C)(C)C)=[CH:17][CH:16]=2)=[CH:6][CH:5]=1. (6) Given the product [CH2:1]([O:3][C:4](=[O:23])[C:5]1[CH:10]=[C:9]([C:11]#[N:12])[C:8]([N:40]2[CH2:41][CH2:42][CH:37]([C:35](=[O:36])[NH:34][S:31]([CH2:24][C:25]3[CH:30]=[CH:29][CH:28]=[CH:27][CH:26]=3)(=[O:33])=[O:32])[CH2:38][CH2:39]2)=[N:7][C:6]=1[CH2:14][O:15][CH2:16][C:17]1[CH:22]=[CH:21][CH:20]=[CH:19][CH:18]=1)[CH3:2], predict the reactants needed to synthesize it. The reactants are: [CH2:1]([O:3][C:4](=[O:23])[C:5]1[CH:10]=[C:9]([C:11]#[N:12])[C:8](Cl)=[N:7][C:6]=1[CH2:14][O:15][CH2:16][C:17]1[CH:22]=[CH:21][CH:20]=[CH:19][CH:18]=1)[CH3:2].[CH2:24]([S:31]([NH:34][C:35]([CH:37]1[CH2:42][CH2:41][NH:40][CH2:39][CH2:38]1)=[O:36])(=[O:33])=[O:32])[C:25]1[CH:30]=[CH:29][CH:28]=[CH:27][CH:26]=1.CCN(C(C)C)C(C)C.CCO. (7) Given the product [F:1][C:2]1[CH:8]=[CH:7][CH:6]=[CH:5][C:3]=1[NH:4][C:12]([C:14]1[C:23]2[C:22]3[N:24]=[CH:25][N:26]=[CH:27][C:21]=3[CH2:20][CH2:19][CH2:18][C:17]=2[NH:16][CH:15]=1)=[O:11], predict the reactants needed to synthesize it. The reactants are: [F:1][C:2]1[CH:8]=[CH:7][CH:6]=[CH:5][C:3]=1[NH2:4].C([O:11][C:12]([C:14]1[C:23]2[C:22]3[N:24]=[CH:25][N:26]=[CH:27][C:21]=3[CH2:20][CH2:19][CH2:18][C:17]=2[NH:16][CH:15]=1)=O)C.O.